From a dataset of Forward reaction prediction with 1.9M reactions from USPTO patents (1976-2016). Predict the product of the given reaction. (1) Given the reactants [Br:1][C:2]1[CH:3]=[C:4]([CH:37]=[CH:38][CH:39]=1)[C:5]([NH:7][C:8]1[CH:36]=[CH:35][C:11]([O:12][C:13]2[C:18]3[CH:19]4[N:27](C(OC(C)(C)C)=O)[CH2:26][CH2:25][CH2:24][N:20]4[C:21](=[O:23])[NH:22][C:17]=3[N:16]=[CH:15][CH:14]=2)=[CH:10][CH:9]=1)=[O:6].Cl, predict the reaction product. The product is: [Br:1][C:2]1[CH:3]=[C:4]([CH:37]=[CH:38][CH:39]=1)[C:5]([NH:7][C:8]1[CH:9]=[CH:10][C:11]([O:12][C:13]2[C:18]3[CH:19]4[NH:27][CH2:26][CH2:25][CH2:24][N:20]4[C:21](=[O:23])[NH:22][C:17]=3[N:16]=[CH:15][CH:14]=2)=[CH:35][CH:36]=1)=[O:6]. (2) Given the reactants [Cl:1][C:2]1[CH:7]=[C:6]2[N:8](CCO)[C:9](=[O:33])[C:10]3([CH:15]([C:16]4[CH:21]=[CH:20][CH:19]=[C:18]([Cl:22])[CH:17]=4)[CH2:14][C:13](=[O:23])[N:12]([CH3:24])[CH:11]3[C:25]3[CH:30]=[C:29]([F:31])[CH:28]=[CH:27][C:26]=3[CH3:32])[C:5]2=[CH:4][CH:3]=1.CCN(C(C)C)C(C)C, predict the reaction product. The product is: [Cl:1][C:2]1[CH:7]=[C:6]2[NH:8][C:9](=[O:33])[C:10]3([CH:15]([C:16]4[CH:21]=[CH:20][CH:19]=[C:18]([Cl:22])[CH:17]=4)[CH2:14][C:13](=[O:23])[N:12]([CH3:24])[CH:11]3[C:25]3[CH:30]=[C:29]([F:31])[CH:28]=[CH:27][C:26]=3[CH3:32])[C:5]2=[CH:4][CH:3]=1.